Dataset: Forward reaction prediction with 1.9M reactions from USPTO patents (1976-2016). Task: Predict the product of the given reaction. (1) Given the reactants [F:1][C:2]1[CH:3]=[C:4]([CH:7]=[C:8]([C:10]([F:13])([F:12])[F:11])[CH:9]=1)[C:5]#[N:6].Cl.[OH:15][NH2:16].C(=O)([O-])[O-].[K+].[K+], predict the reaction product. The product is: [F:1][C:2]1[CH:3]=[C:4]([CH:7]=[C:8]([C:10]([F:11])([F:12])[F:13])[CH:9]=1)[C:5](=[N:16][OH:15])[NH2:6]. (2) Given the reactants [CH3:1][NH:2][CH3:3].Cl.[CH2:5]1[C:13]2[C:8](=[CH:9][CH:10]=[CH:11][CH:12]=2)[CH2:7][N:6]1[CH2:14][CH:15]([CH:17]1[CH2:22][CH2:21][C:20](=O)[CH2:19][CH2:18]1)[OH:16].[C-:24]#[N:25].[K+], predict the reaction product. The product is: [CH2:5]1[C:13]2[C:8](=[CH:9][CH:10]=[CH:11][CH:12]=2)[CH2:7][N:6]1[CH2:14][CH:15]([CH:17]1[CH2:22][CH2:21][C:20]([N:2]([CH3:3])[CH3:1])([C:24]#[N:25])[CH2:19][CH2:18]1)[OH:16]. (3) The product is: [F:18][C:8]([F:19])([C:9]([F:16])([F:17])[C:10]([F:14])([F:15])[CH:11]([F:13])[F:12])[CH2:7][C:29]([CH2:7][C:8]([F:18])([F:19])[C:9]([F:16])([F:17])[C:10]([F:14])([F:15])[CH:11]([F:12])[F:13])([C:28]#[N:32])[C:30]#[N:31]. Given the reactants FC(F)(F)S(O[CH2:7][C:8]([F:19])([F:18])[C:9]([F:17])([F:16])[C:10]([F:15])([F:14])[CH:11]([F:13])[F:12])(=O)=O.C(=O)([O-])[O-].[K+].[K+].[C:28](#[N:32])[CH2:29][C:30]#[N:31].Cl, predict the reaction product.